From a dataset of Catalyst prediction with 721,799 reactions and 888 catalyst types from USPTO. Predict which catalyst facilitates the given reaction. Reactant: Cl[C:2]1[C:3]2[C:8]([N:9]=[C:10]3[C:15]=1[C:14]([Br:16])=[CH:13][CH:12]=[CH:11]3)=[CH:7][CH:6]=[CH:5][CH:4]=2.[SH:17][C:18]1[CH:27]=[CH:26][C:21]([C:22]([O:24][CH3:25])=[O:23])=[CH:20][CH:19]=1.[H-].[Na+].O. Product: [Br:16][C:14]1[C:15]2[C:10](=[N:9][C:8]3[C:3]([C:2]=2[S:17][C:18]2[CH:19]=[CH:20][C:21]([C:22]([O:24][CH3:25])=[O:23])=[CH:26][CH:27]=2)=[CH:4][CH:5]=[CH:6][CH:7]=3)[CH:11]=[CH:12][CH:13]=1. The catalyst class is: 3.